The task is: Predict which catalyst facilitates the given reaction.. This data is from Catalyst prediction with 721,799 reactions and 888 catalyst types from USPTO. Reactant: [NH:1]1[CH2:3][CH2:2]1.C(=O)([O-])[O-].[K+].[K+].Cl[C:11]([O:13][CH2:14][C:15]1[CH:20]=[CH:19][CH:18]=[CH:17][CH:16]=1)=[O:12]. Product: [C:11]([N:1]1[CH2:3][CH2:2]1)([O:13][CH2:14][C:15]1[CH:20]=[CH:19][CH:18]=[CH:17][CH:16]=1)=[O:12]. The catalyst class is: 27.